This data is from Catalyst prediction with 721,799 reactions and 888 catalyst types from USPTO. The task is: Predict which catalyst facilitates the given reaction. (1) Reactant: [OH:1][CH2:2][C:3]1([CH2:7][O:8][C@H:9]2[CH2:14][CH2:13][C@H:12]([N:15]3[C:20](=[O:21])[C:19]([CH2:22][C:23]4[CH:28]=[CH:27][C:26]([C:29]5[C:30]([C:35]#[N:36])=[CH:31][CH:32]=[CH:33][CH:34]=5)=[CH:25][CH:24]=4)=[C:18]([CH2:37][CH2:38][CH3:39])[N:17]4[N:40]=[CH:41][N:42]=[C:16]34)[CH2:11][CH2:10]2)[CH2:6][CH2:5][CH2:4]1.C(N(CC)CC)C.Cl. Product: [CH:2]([C:3]1([CH2:7][O:8][C@H:9]2[CH2:14][CH2:13][C@H:12]([N:15]3[C:20](=[O:21])[C:19]([CH2:22][C:23]4[CH:24]=[CH:25][C:26]([C:29]5[C:30]([C:35]#[N:36])=[CH:31][CH:32]=[CH:33][CH:34]=5)=[CH:27][CH:28]=4)=[C:18]([CH2:37][CH2:38][CH3:39])[N:17]4[N:40]=[CH:41][N:42]=[C:16]34)[CH2:11][CH2:10]2)[CH2:6][CH2:5][CH2:4]1)=[O:1]. The catalyst class is: 16. (2) Reactant: [NH2:1][CH2:2][C:3]1([OH:16])[CH2:8][CH2:7][N:6]([C:9]([O:11][C:12]([CH3:15])([CH3:14])[CH3:13])=[O:10])[CH2:5][CH2:4]1.[Cl:17][C:18]1[CH:26]=[CH:25][C:21]([C:22](O)=[O:23])=[CH:20][CH:19]=1.C(N(CC)CC)C.F[P-](F)(F)(F)(F)F.N1(O[P+](N(C)C)(N(C)C)N(C)C)C2C=CC=CC=2N=N1. Product: [Cl:17][C:18]1[CH:26]=[CH:25][C:21]([C:22]([NH:1][CH2:2][C:3]2([OH:16])[CH2:4][CH2:5][N:6]([C:9]([O:11][C:12]([CH3:13])([CH3:15])[CH3:14])=[O:10])[CH2:7][CH2:8]2)=[O:23])=[CH:20][CH:19]=1. The catalyst class is: 3. (3) Reactant: [CH3:1][S-:2].[Na+].Br[C:5]1[CH:14]=[CH:13][C:8]([C:9]([O:11][CH3:12])=[O:10])=[C:7]([Cl:15])[CH:6]=1.Cl. Product: [Cl:15][C:7]1[CH:6]=[C:5]([S:2][CH3:1])[CH:14]=[CH:13][C:8]=1[C:9]([O:11][CH3:12])=[O:10]. The catalyst class is: 9. (4) Reactant: [F:1][C:2]1[CH:7]=[CH:6][C:5]([C:8]2[N:9]=[C:10]([N:18]3[CH:22]=[CH:21][N:20]=[C:19]3[CH3:23])[O:11][C:12]=2[CH2:13][CH2:14][CH2:15][CH2:16][OH:17])=[CH:4][CH:3]=1.[CH3:24][C:25]1[CH:30]=[CH:29][CH:28]=[CH:27][C:26]=1O.C(P(CCCC)CCCC)CCC.N(C(N1CCCCC1)=O)=NC(N1CCCCC1)=O. Product: [F:1][C:2]1[CH:3]=[CH:4][C:5]([C:8]2[N:9]=[C:10]([N:18]3[CH:22]=[CH:21][N:20]=[C:19]3[CH3:23])[O:11][C:12]=2[CH2:13][CH2:14][CH2:15][CH2:16][O:17][C:26]2[CH:27]=[CH:28][CH:29]=[CH:30][C:25]=2[CH3:24])=[CH:6][CH:7]=1. The catalyst class is: 7.